The task is: Predict the reactants needed to synthesize the given product.. This data is from Full USPTO retrosynthesis dataset with 1.9M reactions from patents (1976-2016). (1) Given the product [Cl:34][C:15]1[C:14]2[CH2:13][CH2:12][N:11]([C:9]([NH:8][C:5]3[CH:6]=[CH:7][C:2]([F:1])=[CH:3][CH:4]=3)=[O:10])[C@@H:20]([C:21]3[CH:26]=[CH:25][C:24]([C:27]([F:30])([F:29])[F:28])=[CH:23][CH:22]=3)[C:19]=2[N:18]=[CH:17][CH:16]=1, predict the reactants needed to synthesize it. The reactants are: [F:1][C:2]1[CH:7]=[CH:6][C:5]([NH+:8]([O-])[C:9]([N:11]2[CH:20]([C:21]3[CH:26]=[CH:25][C:24]([C:27]([F:30])([F:29])[F:28])=[CH:23][CH:22]=3)[C:19]3[N:18]=[CH:17][CH:16]=[CH:15][C:14]=3[CH2:13][CH2:12]2)=[O:10])=[CH:4][CH:3]=1.P(Cl)(Cl)([Cl:34])=O. (2) Given the product [C:14]1([C:13]2[N:21]([CH2:22][C:23]3[CH:24]=[C:25]([O:33][CH3:34])[C:26]([O:31][CH3:32])=[C:27]([O:29][CH3:30])[CH:28]=3)[C:9]3[CH:8]=[CH:7][C:6]([N:1]4[CH2:2][CH2:3][CH2:4][CH2:5]4)=[CH:11][C:10]=3[N:12]=2)[CH:15]=[CH:16][CH:17]=[CH:18][CH:19]=1, predict the reactants needed to synthesize it. The reactants are: [N:1]1([C:6]2[CH:7]=[CH:8][C:9]([NH:21][CH2:22][C:23]3[CH:28]=[C:27]([O:29][CH3:30])[C:26]([O:31][CH3:32])=[C:25]([O:33][CH3:34])[CH:24]=3)=[C:10]([NH:12][C:13](=O)[C:14]3[CH:19]=[CH:18][CH:17]=[CH:16][CH:15]=3)[CH:11]=2)[CH2:5][CH2:4][CH2:3][CH2:2]1.Cl.[OH-].N. (3) Given the product [CH2:35]([O:34][C@@H:10]([CH2:11][C:12]1[CH:13]=[CH:14][C:15]([O:18][C:19](=[O:33])[CH2:20][C:21]2[N:22]=[C:23]([C:27]3[CH:32]=[CH:31][CH:30]=[CH:29][CH:28]=3)[O:24][C:25]=2[CH3:26])=[CH:16][CH:17]=1)[C:9]([OH:37])=[O:8])[CH3:36], predict the reactants needed to synthesize it. The reactants are: C([O:8][C:9](=[O:37])[C@@H:10]([O:34][CH2:35][CH3:36])[CH2:11][C:12]1[CH:17]=[CH:16][C:15]([O:18][C:19](=[O:33])[CH2:20][C:21]2[N:22]=[C:23]([C:27]3[CH:32]=[CH:31][CH:30]=[CH:29][CH:28]=3)[O:24][C:25]=2[CH3:26])=[CH:14][CH:13]=1)C1C=CC=CC=1.[H][H].